From a dataset of Full USPTO retrosynthesis dataset with 1.9M reactions from patents (1976-2016). Predict the reactants needed to synthesize the given product. (1) The reactants are: Br/[C:2](/[C:11]1[CH:16]=[CH:15][C:14]([C:17]([F:20])([F:19])[F:18])=[CH:13][CH:12]=1)=[CH:3]\[CH:4]=[CH:5]\[C:6]([O:8][CH2:9][CH3:10])=[O:7].C([Sn](CCCC)(CCCC)[C:26]([O:28][CH2:29][CH3:30])=[CH2:27])CCC.C(=O)([O-])O.[Na+]. Given the product [CH2:29]([O:28][C:26](=[CH2:27])[C:2]([C:11]1[CH:16]=[CH:15][C:14]([C:17]([F:20])([F:19])[F:18])=[CH:13][CH:12]=1)=[CH:3]/[CH:4]=[CH:5]\[C:6]([O:8][CH2:9][CH3:10])=[O:7])[CH3:30], predict the reactants needed to synthesize it. (2) Given the product [CH3:14][N:15]1[CH2:20][CH2:19][N:18]([S:10]([C:6]2[CH:5]=[C:4]([N+:1]([O-:3])=[O:2])[CH:9]=[CH:8][CH:7]=2)(=[O:12])=[O:11])[CH2:17][CH2:16]1, predict the reactants needed to synthesize it. The reactants are: [N+:1]([C:4]1[CH:5]=[C:6]([S:10](Cl)(=[O:12])=[O:11])[CH:7]=[CH:8][CH:9]=1)([O-:3])=[O:2].[CH3:14][N:15]1[CH2:20][CH2:19][NH:18][CH2:17][CH2:16]1. (3) Given the product [C:8]([O:17][C:18]1[CH:23]=[CH:22][C:21]([N:24]2[C:37]3[CH:36]=[CH:35][CH:34]=[CH:33][C:32]=3[S:31](=[O:39])(=[O:38])[C:30]3[C:25]2=[CH:26][CH:27]=[CH:28][CH:29]=3)=[CH:20][CH:19]=1)(=[O:15])[C:9]1[CH:14]=[CH:13][CH:12]=[CH:11][CH:10]=1, predict the reactants needed to synthesize it. The reactants are: C(N(CC)CC)C.[C:8](Cl)(=[O:15])[C:9]1[CH:14]=[CH:13][CH:12]=[CH:11][CH:10]=1.[OH:17][C:18]1[CH:23]=[CH:22][C:21]([N:24]2[C:37]3[CH:36]=[CH:35][CH:34]=[CH:33][C:32]=3[S:31](=[O:39])(=[O:38])[C:30]3[C:25]2=[CH:26][CH:27]=[CH:28][CH:29]=3)=[CH:20][CH:19]=1. (4) Given the product [C:13]([C:10]1[O:9][C:8]([C:7]2[C:2]([NH2:1])=[N:3][CH:4]=[C:5]([C:17]3[N:21]([CH3:22])[N:20]=[C:19]([CH:23]4[CH2:24][CH2:25][NH:26][CH2:27][CH2:28]4)[N:18]=3)[N:6]=2)=[N:12][N:11]=1)([CH3:16])([CH3:14])[CH3:15], predict the reactants needed to synthesize it. The reactants are: [NH2:1][C:2]1[N:3]=[CH:4][C:5]([C:17]2[N:21]([CH3:22])[N:20]=[C:19]([CH:23]3[CH2:28][CH2:27][N:26](C(OC(C)(C)C)=O)[CH2:25][CH2:24]3)[N:18]=2)=[N:6][C:7]=1[C:8]1[O:9][C:10]([C:13]([CH3:16])([CH3:15])[CH3:14])=[N:11][N:12]=1. (5) Given the product [CH3:1][O:2][C:3]1[CH:4]=[C:5]2[C:10](=[CH:11][C:12]=1[O:13][CH3:14])[CH:9]([CH2:15][CH2:16][C:17]1[CH:22]=[CH:21][CH:20]=[CH:19][CH:18]=1)[N:8]([CH2:23][CH2:24][O:25][C:31](=[O:32])[NH:33][C:34]1[C:35]3[C:41](=[CH:40][CH:39]=[CH:48][CH:47]=3)[N:42]=[CH:43][CH:44]=1)[CH2:7][CH2:6]2, predict the reactants needed to synthesize it. The reactants are: [CH3:1][O:2][C:3]1[CH:4]=[C:5]2[C:10](=[CH:11][C:12]=1[O:13][CH3:14])[CH:9]([CH2:15][CH2:16][C:17]1[CH:22]=[CH:21][CH:20]=[CH:19][CH:18]=1)[N:8]([CH2:23][CH2:24][OH:25])[CH2:7][CH2:6]2.C1N=CN([C:31]([N:33]2C=N[CH:35]=[CH:34]2)=[O:32])C=1.N[C:39]1[C:48]2[C:43](=[CH:44]C=C[CH:47]=2)[N:42]=[CH:41][CH:40]=1.C[Si]([N-][Si](C)(C)C)(C)C.[Na+]. (6) The reactants are: [CH3:1][O:2][C:3](=[O:30])[CH2:4][CH2:5][CH2:6][CH2:7][CH2:8][CH2:9][C@@H:10]1[C:14](=[O:15])[CH2:13][CH2:12][C@H:11]1[CH:16]=[CH:17][C:18]([C:20]1[C:29]2[C:24](=[CH:25][CH:26]=[CH:27][CH:28]=2)[CH:23]=[CH:22][CH:21]=1)=[O:19]. Given the product [CH3:1][O:2][C:3](=[O:30])[CH2:4][CH2:5][CH2:6][CH2:7][CH2:8][CH2:9][C@@H:10]1[C:14](=[O:15])[CH2:13][CH2:12][C@H:11]1[CH2:16][CH2:17][C:18]([C:20]1[C:29]2[C:24](=[CH:25][CH:26]=[CH:27][CH:28]=2)[CH:23]=[CH:22][CH:21]=1)=[O:19], predict the reactants needed to synthesize it. (7) Given the product [CH2:1]([O:3][C:4]([C@@H:5]1[C@H:23]([C:22]2[CH:29]=[CH:30][CH:31]=[CH:32][C:21]=2[F:20])[C@H:6]1[C:7]1[CH:16]=[C:15]([Cl:17])[C:10]2[O:11][CH2:12][CH2:13][O:14][C:9]=2[CH:8]=1)=[O:18])[CH3:2], predict the reactants needed to synthesize it. The reactants are: [CH2:1]([O:3][C:4](=[O:18])/[CH:5]=[CH:6]/[C:7]1[CH:16]=[C:15]([Cl:17])[C:10]2[O:11][CH2:12][CH2:13][O:14][C:9]=2[CH:8]=1)[CH3:2].[Br-].[F:20][C:21]1[CH:32]=[CH:31][CH:30]=[CH:29][C:22]=1[CH2:23][S+]1CCCC1. (8) Given the product [CH3:5][S:6][C:7]1[CH:12]=[C:11]([CH:25]=[O:26])[C:10]([OH:13])=[CH:9][CH:8]=1, predict the reactants needed to synthesize it. The reactants are: C([Mg]Br)C.[CH3:5][S:6][C:7]1[CH:12]=[CH:11][C:10]([OH:13])=[CH:9][CH:8]=1.CN(C)P(N(C)C)(N(C)C)=O.[CH2:25]=[O:26].Cl.